This data is from Catalyst prediction with 721,799 reactions and 888 catalyst types from USPTO. The task is: Predict which catalyst facilitates the given reaction. (1) Reactant: [CH3:1][O:2][CH2:3][CH2:4][NH2:5].[F:6][C:7]1[CH:12]=[CH:11][C:10]([C:13]2[CH:14]=[CH:15][C:16]3[N:17]([C:19]([S:22][C:23]4[CH:41]=[CH:40][C:26]5[N:27]=[C:28]([NH:30][C:31](=O)[O:32]C6C=CC=CC=6)[S:29][C:25]=5[CH:24]=4)=[CH:20][N:21]=3)[CH:18]=2)=[CH:9][CH:8]=1. Product: [F:6][C:7]1[CH:12]=[CH:11][C:10]([C:13]2[CH:14]=[CH:15][C:16]3[N:17]([C:19]([S:22][C:23]4[CH:41]=[CH:40][C:26]5[N:27]=[C:28]([NH:30][C:31]([NH:5][CH2:4][CH2:3][O:2][CH3:1])=[O:32])[S:29][C:25]=5[CH:24]=4)=[CH:20][N:21]=3)[CH:18]=2)=[CH:9][CH:8]=1. The catalyst class is: 7. (2) Reactant: [Cl:1][C:2]1[N:7]=[C:6]([Cl:8])[CH:5]=[C:4](Cl)[N:3]=1.[CH2:10]([Mg]Cl)[C:11]1[CH:16]=[CH:15][CH:14]=[CH:13][CH:12]=1. Product: [CH2:10]([C:4]1[CH:5]=[C:6]([Cl:8])[N:7]=[C:2]([Cl:1])[N:3]=1)[C:11]1[CH:16]=[CH:15][CH:14]=[CH:13][CH:12]=1. The catalyst class is: 1. (3) Reactant: C(N(CC)CC)C.[CH:8]([C:11]1[CH:17]=[C:16]([CH:18]([CH3:20])[CH3:19])[CH:15]=[C:14]([CH:21]([CH3:23])[CH3:22])[C:12]=1[NH2:13])([CH3:10])[CH3:9].[Br:24][CH2:25][C:26](Br)=[O:27]. Product: [Br:24][CH2:25][C:26]([NH:13][C:12]1[C:11]([CH:8]([CH3:10])[CH3:9])=[CH:17][C:16]([CH:18]([CH3:20])[CH3:19])=[CH:15][C:14]=1[CH:21]([CH3:23])[CH3:22])=[O:27]. The catalyst class is: 22. (4) Reactant: Cl.F[C:3]1[CH:4]=[C:5]([NH:11]N)[C:6](OC)=[CH:7][CH:8]=1.[C:13](O)(=O)[CH2:14]CC(C)=O. Product: [NH:11]1[C:5]2[C:6](=[CH:7][CH:8]=[CH:3][CH:4]=2)[CH:14]=[CH:13]1. The catalyst class is: 15. (5) Reactant: [C:1]([O:5][C:6]([N:8]1[CH:17]([CH3:18])[CH2:16][C:15]2[C:14](Cl)=[N:13][CH:12]=[N:11][C:10]=2[CH2:9]1)=[O:7])([CH3:4])([CH3:3])[CH3:2].[OH:20][C:21]1[CH:22]=[C:23]2[C:27](=[CH:28][CH:29]=1)[NH:26][CH:25]=[CH:24]2.C1CCN2C(=NCCC2)CC1. Product: [C:1]([O:5][C:6]([N:8]1[CH:17]([CH3:18])[CH2:16][C:15]2[C:14]([O:20][C:21]3[CH:22]=[C:23]4[C:27](=[CH:28][CH:29]=3)[NH:26][CH:25]=[CH:24]4)=[N:13][CH:12]=[N:11][C:10]=2[CH2:9]1)=[O:7])([CH3:4])([CH3:3])[CH3:2]. The catalyst class is: 23. (6) Product: [CH2:1]1[C:10]2[C:5](=[CH:6][CH:7]=[CH:8][CH:9]=2)[CH2:4][CH2:3][N:2]1[CH2:11][CH2:12][NH:13][CH:14]1[C:23]2[C:18](=[CH:19][CH:20]=[C:21]([N+:24]([O-:26])=[O:25])[CH:22]=2)[CH2:17][CH2:16][CH2:15]1. The catalyst class is: 68. Reactant: [CH2:1]1[C:10]2[C:5](=[CH:6][CH:7]=[CH:8][CH:9]=2)[CH2:4][CH2:3][N:2]1[CH2:11][CH2:12][N:13]=[C:14]1[C:23]2[C:18](=[CH:19][CH:20]=[C:21]([N+:24]([O-:26])=[O:25])[CH:22]=2)[CH2:17][CH2:16][CH2:15]1.C(O)(=O)C.[BH-](OC(C)=O)(OC(C)=O)OC(C)=O.[Na+].